From a dataset of Full USPTO retrosynthesis dataset with 1.9M reactions from patents (1976-2016). Predict the reactants needed to synthesize the given product. (1) Given the product [Cl:15][C:16]1[CH:21]=[CH:20][C:19]([CH2:22][O:1][C:2]2[N:6]([C:7]3[CH:12]=[C:11]([C:13]#[N:14])[CH:10]=[CH:9][N:8]=3)[N:5]=[CH:4][CH:3]=2)=[C:18](/[CH:24]=[CH:25]/[C:26]2[CH:27]=[CH:28][C:29]([F:32])=[CH:30][CH:31]=2)[CH:17]=1, predict the reactants needed to synthesize it. The reactants are: [OH:1][C:2]1[N:6]([C:7]2[CH:12]=[C:11]([C:13]#[N:14])[CH:10]=[CH:9][N:8]=2)[N:5]=[CH:4][CH:3]=1.[Cl:15][C:16]1[CH:21]=[CH:20][C:19]([CH2:22]O)=[C:18](/[CH:24]=[CH:25]/[C:26]2[CH:31]=[CH:30][C:29]([F:32])=[CH:28][CH:27]=2)[CH:17]=1. (2) Given the product [CH2:25]([C:19]1[N:7]([CH2:6][C:2]2[S:1][CH:5]=[CH:4][CH:3]=2)[C:21](=[O:20])[C:22]2[C:17](=[CH:16][C:15]3[NH:11][CH:12]=[CH:13][C:14]=3[CH:23]=2)[N:18]=1)[CH:26]([CH3:28])[CH3:27], predict the reactants needed to synthesize it. The reactants are: [S:1]1[CH:5]=[CH:4][CH:3]=[C:2]1[CH2:6][NH2:7].C([N:11]1[C:15]2=[CH:16][C:17]3[N:18]=[C:19]([CH2:25][CH:26]([CH3:28])[CH3:27])[O:20][C:21](=O)[C:22]=3[CH:23]=[C:14]2[CH:13]=[CH:12]1)(=O)C.[OH-].[Na+]. (3) Given the product [C:10]1([CH:9]([C:14]2[CH:13]=[CH:12][CH:11]=[CH:34][CH:15]=2)[OH:8])[C:25]2[C:26](=[CH:27][CH:28]=[CH:29][CH:30]=2)[CH:43]=[CH:39][CH:40]=1, predict the reactants needed to synthesize it. The reactants are: C([O:8][C:9]1[C:14]([CH:15]=NC2C=CC=CC=2OC)=[CH:13][CH:12]=[CH:11][C:10]=1[C:25]1[CH:30]=[CH:29][CH:28]=[CH:27][CH:26]=1)C1C=CC=CC=1.C[Mg+].[Br-].[CH3:34]COCC.[CH2:39]1[CH2:43]OC[CH2:40]1. (4) Given the product [C:19]([O:18][C:16](=[O:17])[NH:48][C@@H:49]1[C:51](=[O:59])[NH:42][C:40]2[CH:41]=[CH:36][C:37]([C:34]#[N:32])=[CH:38][C:39]=2[NH:44][CH2:50]1)([CH3:20])([CH3:21])[CH3:22], predict the reactants needed to synthesize it. The reactants are: NC1C=CC(C#N)=CC=1NC[C@@](N)([C:16]([O:18][C:19]([CH3:22])([CH3:21])[CH3:20])=[O:17])C(O)=O.CCN=C=NCCC[N:32]([CH3:34])C.Cl.[CH:36]1[CH:37]=[CH:38][C:39]2[N:44](O)N=[N:42][C:40]=2[CH:41]=1.CC[N:48](C(C)C)[CH:49]([CH3:51])[CH3:50].CN(C=[O:59])C. (5) Given the product [F:8][C:6]1[CH:5]=[C:4]([C:9]2[CH2:16][CH:15]3[CH2:17][CH:11]([CH2:12][N:13]([C:18]([O:20][C:21]([CH3:24])([CH3:23])[CH3:22])=[O:19])[CH2:14]3)[CH:10]=2)[CH:3]=[C:2]([C:28]2[CH:29]=[CH:30][N:25]=[CH:26][CH:27]=2)[CH:7]=1, predict the reactants needed to synthesize it. The reactants are: Br[C:2]1[CH:3]=[C:4]([C:9]2[CH2:16][CH:15]3[CH2:17][CH:11]([CH2:12][N:13]([C:18]([O:20][C:21]([CH3:24])([CH3:23])[CH3:22])=[O:19])[CH2:14]3)[CH:10]=2)[CH:5]=[C:6]([F:8])[CH:7]=1.[N:25]1[CH:30]=[CH:29][C:28](B(O)O)=[CH:27][CH:26]=1.C([O-])([O-])=O.[Na+].[Na+].[OH-].[Na+]. (6) Given the product [F:39][C:36]1[CH:37]=[CH:38][C:33]([N:30]2[C:8]3[CH:9]=[C:10]4[C@:5]([CH2:3][OH:2])([CH2:6][C:7]=3[CH:32]=[N:31]2)[CH2:14][N:13]([S:15]([C:18]2[CH:19]=[N:20][C:21]([N:24]3[CH2:29][CH2:28][O:27][CH2:26][CH2:25]3)=[CH:22][CH:23]=2)(=[O:16])=[O:17])[CH2:12][CH2:11]4)=[CH:34][CH:35]=1, predict the reactants needed to synthesize it. The reactants are: C[O:2][C:3]([C@@:5]12[CH2:14][N:13]([S:15]([C:18]3[CH:19]=[N:20][C:21]([N:24]4[CH2:29][CH2:28][O:27][CH2:26][CH2:25]4)=[CH:22][CH:23]=3)(=[O:17])=[O:16])[CH2:12][CH2:11][C:10]1=[CH:9][C:8]1[N:30]([C:33]3[CH:38]=[CH:37][C:36]([F:39])=[CH:35][CH:34]=3)[N:31]=[CH:32][C:7]=1[CH2:6]2)=O.[H-].C([Al+]CC(C)C)C(C)C. (7) Given the product [Cl:22][C:11]1[N:12]=[N:13][C:8]([C:4]2[CH:5]=[CH:6][CH:7]=[C:2]([F:1])[CH:3]=2)=[CH:9][N:10]=1, predict the reactants needed to synthesize it. The reactants are: [F:1][C:2]1[CH:3]=[C:4]([C:8]2[CH:9]=[N:10][C:11](=O)[NH:12][N:13]=2)[CH:5]=[CH:6][CH:7]=1.CN(C=O)C.P(Cl)(Cl)([Cl:22])=O.C(Cl)(Cl)Cl. (8) Given the product [NH2:12][C:13]1[N:14]=[C:15]([NH:19][C:2]2[CH:10]=[C:9]([Cl:11])[CH:8]=[CH:7][C:3]=2[C:4]([OH:6])=[O:5])[CH:16]=[CH:17][CH:18]=1, predict the reactants needed to synthesize it. The reactants are: Br[C:2]1[CH:10]=[C:9]([Cl:11])[CH:8]=[CH:7][C:3]=1[C:4]([OH:6])=[O:5].[NH2:12][C:13]1[CH:18]=[CH:17][CH:16]=[C:15]([NH2:19])[N:14]=1.C([O-])([O-])=O.[K+].[K+].O.